Dataset: Full USPTO retrosynthesis dataset with 1.9M reactions from patents (1976-2016). Task: Predict the reactants needed to synthesize the given product. Given the product [Cl:1][C:2]1[CH:7]=[CH:6][C:5]([S:8]([C:11](=[C:14]([NH:17][C:18]2[CH:23]=[C:22]([O:24][CH3:25])[CH:21]=[C:20]([O:26][CH3:27])[CH:19]=2)[NH:33][C:29]([CH3:32])([CH3:28])[CH2:30][CH3:31])[C:12]#[N:13])(=[O:10])=[O:9])=[CH:4][CH:3]=1, predict the reactants needed to synthesize it. The reactants are: [Cl:1][C:2]1[CH:7]=[CH:6][C:5]([S:8]([C:11](=[C:14]([NH:17][C:18]2[CH:23]=[C:22]([O:24][CH3:25])[CH:21]=[C:20]([O:26][CH3:27])[CH:19]=2)SC)[C:12]#[N:13])(=[O:10])=[O:9])=[CH:4][CH:3]=1.[CH3:28][C:29]([NH2:33])([CH3:32])[CH2:30][CH3:31].